This data is from Full USPTO retrosynthesis dataset with 1.9M reactions from patents (1976-2016). The task is: Predict the reactants needed to synthesize the given product. (1) Given the product [F:19][C:20]1[CH:28]=[CH:27][CH:26]=[C:25]([O:29][CH3:30])[C:21]=1[C:22]([NH:16][C@H:12]1[CH2:13][CH2:14][CH2:15][C@@H:11]1[NH:10][C:7]1[CH:6]=[N:5][C:4]([C:3]([F:2])([F:17])[F:18])=[CH:9][N:8]=1)=[O:23], predict the reactants needed to synthesize it. The reactants are: Cl.[F:2][C:3]([F:18])([F:17])[C:4]1[N:5]=[CH:6][C:7]([NH:10][C@H:11]2[CH2:15][CH2:14][CH2:13][C@@H:12]2[NH2:16])=[N:8][CH:9]=1.[F:19][C:20]1[CH:28]=[CH:27][CH:26]=[C:25]([O:29][CH3:30])[C:21]=1[C:22](O)=[O:23].[B-](F)(F)(F)F.CCOC(C(C#N)=NOC(N(C)C)=[N+](C)C)=O.CN1CCOCC1. (2) Given the product [C:28]([O:27][C:26]([NH:25][C:3]1([CH2:1][CH3:2])[CH2:8][CH2:7][CH:6]([O:9][C:10]2[C:21]3[C:20]4[C@@H:19]([CH2:22][C:23]([OH:45])=[O:24])[CH2:18][CH2:17][C:16]=4[S:15][C:14]=3[N:13]=[CH:12][N:11]=2)[CH2:5][CH2:4]1)=[O:32])([CH3:31])([CH3:30])[CH3:29], predict the reactants needed to synthesize it. The reactants are: [CH2:1]([C:3]1([NH:25][C:26](=[O:32])[O:27][C:28]([CH3:31])([CH3:30])[CH3:29])[CH2:8][CH2:7][CH:6]([O:9][C:10]2[C:21]3[C:20]4[C@@H:19]([CH2:22][CH2:23][OH:24])[CH2:18][CH2:17][C:16]=4[S:15][C:14]=3[N:13]=[CH:12][N:11]=2)[CH2:5][CH2:4]1)[CH3:2].C1C=C[NH+]=CC=1.C1C=C[NH+]=CC=1.[O-:45][Cr](O[Cr]([O-])(=O)=O)(=O)=O.